This data is from Catalyst prediction with 721,799 reactions and 888 catalyst types from USPTO. The task is: Predict which catalyst facilitates the given reaction. Reactant: [CH3:1][O:2][N:3]=[C:4]([C@@H:6]1[CH2:8][C@H:7]1[C:9]1[C:13]([Cl:14])=[C:12]([Cl:15])[S:11][C:10]=1[Cl:16])[CH3:5].C([BH3-])#N.[Na+]. Product: [CH3:1][O:2][NH:3][CH:4]([C@@H:6]1[CH2:8][C@H:7]1[C:9]1[C:13]([Cl:14])=[C:12]([Cl:15])[S:11][C:10]=1[Cl:16])[CH3:5]. The catalyst class is: 15.